This data is from Experimentally validated miRNA-target interactions with 360,000+ pairs, plus equal number of negative samples. The task is: Binary Classification. Given a miRNA mature sequence and a target amino acid sequence, predict their likelihood of interaction. (1) The miRNA is hsa-miR-6886-3p with sequence UGCCCUUCUCUCCUCCUGCCU. The protein sequence of the target gene is MFNYERPKHFIQSQNPCGSRLQPPGPETSSFSSQTKQSSIIIQPRQCTEQRFSASSTLSSHITMSSSAFPASPKQHAGSNPGQRVTTTYNQSPASFLSSILPSQPDYNSSKIPSAMDSNYQQSSAGQPINAKPSQTANAKPIPRTPDHEIQGSKEALIQDLERKLKCKDTLLHNGNQRLTYEEKMARRLLGPQNAAAVFQAQDDSGAQDSQQHNSEHARLQVPTSQVRSRSTSRGDVNDQDAIQEKFYPPRFIQVPENMSIDEGRFCRMDFKVSGLPAPDVSWYLNGRTVQSDDLHKMIV.... Result: 0 (no interaction). (2) The miRNA is hsa-miR-602 with sequence GACACGGGCGACAGCUGCGGCCC. The protein sequence of the target gene is MTETREPAETGGYASLEEDDEDLSPGPEHSSDSEYTLSEPDSEEEEDEEEEEEETTDDPEYDPGYKVKQRLGGGRGGPSRRAPRAAQPPAQPCQLCGRSPLGEAPPGTPPCRLCCPATAPQEAPAPEGRALGEEEEEPPRAGEGRPAGREEEEEEEEEGTYHCTECEDSFDNLGELHGHFMLHARGEV. Result: 1 (interaction).